From a dataset of Reaction yield outcomes from USPTO patents with 853,638 reactions. Predict the reaction yield, written as a fraction of the theoretical maximum amount of product (1.0 means a 100% yield; for example, 0.34 means a 34% yield). (1) The reactants are [F:1][C:2]1[CH:3]=[CH:4][C:5]([CH3:12])=[C:6]([S:8](Cl)(=[O:10])=[O:9])[CH:7]=1.C(N(CC)CC)C.[NH:20]1[CH2:25][CH2:24][O:23][CH2:22][CH2:21]1. No catalyst specified. The product is [F:1][C:2]1[CH:3]=[CH:4][C:5]([CH3:12])=[C:6]([S:8]([N:20]2[CH2:25][CH2:24][O:23][CH2:22][CH2:21]2)(=[O:10])=[O:9])[CH:7]=1. The yield is 0.810. (2) The yield is 0.480. The reactants are Br[C:2]1[CH:7]=[CH:6][C:5](/[CH:8]=[CH:9]/[C:10]2[NH:11][CH:12]=[C:13]([C:15]3[CH:20]=[CH:19][C:18]([Cl:21])=[CH:17][C:16]=3[Cl:22])[N:14]=2)=[CH:4][CH:3]=1.[F:23][C:24]([F:36])([F:35])[O:25][C:26]1[CH:27]=[C:28](B(O)O)[CH:29]=[CH:30][CH:31]=1. The product is [Cl:22][C:16]1[CH:17]=[C:18]([Cl:21])[CH:19]=[CH:20][C:15]=1[C:13]1[N:14]=[C:10](/[CH:9]=[CH:8]/[C:5]2[CH:6]=[CH:7][C:2]([C:28]3[CH:29]=[CH:30][CH:31]=[C:26]([O:25][C:24]([F:23])([F:35])[F:36])[CH:27]=3)=[CH:3][CH:4]=2)[NH:11][CH:12]=1. No catalyst specified. (3) The reactants are Cl[C:2]1[CH:3]=[CH:4][C:5]2[C:14]3[C:9](=[CH:10][N:11]=[CH:12][CH:13]=3)[C:8](=[O:15])[N:7]([CH:16]3[CH2:18][CH2:17]3)[C:6]=2[CH:19]=1.C(=O)([O-])[O-].[Cs+].[Cs+].C(P(C(C)(C)C)C1C=CC=CC=1C1C(C(C)C)=CC(C(C)C)=CC=1C(C)C)(C)(C)C.[C:56]([NH:63][C@H:64]([CH2:69][OH:70])[CH2:65][CH:66]([CH3:68])[CH3:67])([O:58][C:59]([CH3:62])([CH3:61])[CH3:60])=[O:57]. The catalyst is C1(C)C=CC=CC=1.C([O-])(=O)C.[Pd+2].C([O-])(=O)C. The product is [CH:16]1([N:7]2[C:6]3[CH:19]=[C:2]([O:70][CH2:69][C@@H:64]([NH:63][C:56](=[O:57])[O:58][C:59]([CH3:60])([CH3:62])[CH3:61])[CH2:65][CH:66]([CH3:68])[CH3:67])[CH:3]=[CH:4][C:5]=3[C:14]3[C:9](=[CH:10][N:11]=[CH:12][CH:13]=3)[C:8]2=[O:15])[CH2:18][CH2:17]1. The yield is 0.260. (4) The reactants are [Cl:1][C:2]1[CH:3]=[C:4]([CH:9]([C:22]([F:25])([F:24])[F:23])/[CH:10]=[CH:11]/[C:12]2[CH:20]=[CH:19][C:15]([C:16]([OH:18])=O)=[C:14]([CH3:21])[CH:13]=2)[CH:5]=[C:6]([Cl:8])[CH:7]=1.[F:26][C:27]([F:31])([F:30])[CH2:28][NH2:29].C1C=CC2N(O)N=NC=2C=1.CCN=C=NCCCN(C)C.Cl.CCN(C(C)C)C(C)C. The catalyst is CN(C=O)C.O. The product is [Cl:8][C:6]1[CH:5]=[C:4]([CH:9]([C:22]([F:25])([F:24])[F:23])/[CH:10]=[CH:11]/[C:12]2[CH:20]=[CH:19][C:15]([C:16]([NH:29][CH2:28][C:27]([F:31])([F:30])[F:26])=[O:18])=[C:14]([CH3:21])[CH:13]=2)[CH:3]=[C:2]([Cl:1])[CH:7]=1. The yield is 0.500. (5) The reactants are [Cl:1][C:2]1[CH:24]=[CH:23][CH:22]=[CH:21][C:3]=1[O:4][C:5]1[CH2:9][N:8]([CH:10]([CH2:14][C@H:15]2[CH2:18][C@H:17]([CH3:19])[CH2:16]2)[C:11]([OH:13])=O)[C:7](=[O:20])[CH:6]=1.[C:25](Cl)(=O)C(Cl)=O.Cl.[OH:32][C@@H:33]([CH2:63]O)[CH2:34][N:35]1[CH:39]=[CH:38][C:37]([NH:40]C(=O)[C@@H](N2CC(OC3C=CC=C(Cl)C=3Cl)=CC2=O)CC(C)C)=[N:36]1.N1C(C)=CC=CC=1C. The catalyst is CN(C)C=O.ClCCl. The product is [Cl:1][C:2]1[CH:24]=[CH:23][CH:22]=[CH:21][C:3]=1[O:4][C:5]1[CH2:9][N:8]([CH:10]([CH2:14][C@H:15]2[CH2:16][C@H:17]([CH3:19])[CH2:18]2)[C:11]([NH:40][C:37]2[CH:38]=[CH:39][N:35]([CH2:34][C:33]([OH:32])([CH3:63])[CH3:25])[N:36]=2)=[O:13])[C:7](=[O:20])[CH:6]=1. The yield is 0.360. (6) The reactants are Br[C:2]1[CH:3]=[C:4]2[C:11]3([N:15]=[C:14]([NH2:16])[C:13]([CH3:17])=[N:12]3)[CH2:10][CH2:9][O:8][C:5]2=[CH:6][CH:7]=1.[F:18][C:19]1[CH:20]=[C:21](B(O)O)[CH:22]=[C:23]([F:25])[CH:24]=1.C([O-])([O-])=O.[K+].[K+]. The catalyst is O1CCOCC1.Cl[Pd]Cl.C1(P(C2C=CC=CC=2)[C-]2C=CC=C2)C=CC=CC=1.[C-]1(P(C2C=CC=CC=2)C2C=CC=CC=2)C=CC=C1.[Fe+2]. The product is [F:18][C:19]1[CH:20]=[C:21]([C:2]2[CH:3]=[C:4]3[C:11]4([N:15]=[C:14]([NH2:16])[C:13]([CH3:17])=[N:12]4)[CH2:10][CH2:9][O:8][C:5]3=[CH:6][CH:7]=2)[CH:22]=[C:23]([F:25])[CH:24]=1. The yield is 0.150. (7) The reactants are [C:1]([C:5]1[CH:10]=[C:9]([F:11])[C:8]([N+:12]([O-])=O)=[CH:7][C:6]=1[OH:15])([CH3:4])([CH3:3])[CH3:2].C([O-])=O.[NH4+]. The catalyst is CCO.[Pd]. The product is [C:1]([C:5]1[CH:10]=[C:9]([F:11])[C:8]([NH2:12])=[CH:7][C:6]=1[OH:15])([CH3:4])([CH3:2])[CH3:3]. The yield is 0.830. (8) The reactants are Cl[CH2:2][CH2:3][CH2:4][N:5]1[C:10]2[CH:11]=[C:12]([F:15])[CH:13]=[CH:14][C:9]=2[O:8][CH2:7][C:6]1=[O:16].[CH:17]1([CH2:20][O:21][CH:22]2[CH2:27][CH2:26][NH:25][CH2:24][CH2:23]2)[CH2:19][CH2:18]1.[Na+].[I-].C([O-])([O-])=O.[K+].[K+]. The catalyst is CC#N. The product is [CH:17]1([CH2:20][O:21][CH:22]2[CH2:27][CH2:26][N:25]([CH2:2][CH2:3][CH2:4][N:5]3[C:10]4[CH:11]=[C:12]([F:15])[CH:13]=[CH:14][C:9]=4[O:8][CH2:7][C:6]3=[O:16])[CH2:24][CH2:23]2)[CH2:18][CH2:19]1. The yield is 0.570.